From a dataset of NCI-60 drug combinations with 297,098 pairs across 59 cell lines. Regression. Given two drug SMILES strings and cell line genomic features, predict the synergy score measuring deviation from expected non-interaction effect. (1) Drug 1: CC1=C(C=C(C=C1)NC2=NC=CC(=N2)N(C)C3=CC4=NN(C(=C4C=C3)C)C)S(=O)(=O)N.Cl. Drug 2: CCCS(=O)(=O)NC1=C(C(=C(C=C1)F)C(=O)C2=CNC3=C2C=C(C=N3)C4=CC=C(C=C4)Cl)F. Cell line: MDA-MB-435. Synergy scores: CSS=26.1, Synergy_ZIP=3.21, Synergy_Bliss=2.24, Synergy_Loewe=-23.2, Synergy_HSA=-0.896. (2) Drug 1: C(CN)CNCCSP(=O)(O)O. Cell line: NCI-H226. Drug 2: COCCOC1=C(C=C2C(=C1)C(=NC=N2)NC3=CC=CC(=C3)C#C)OCCOC.Cl. Synergy scores: CSS=-2.03, Synergy_ZIP=3.44, Synergy_Bliss=4.66, Synergy_Loewe=-2.26, Synergy_HSA=-0.0367. (3) Drug 1: CN(C)C1=NC(=NC(=N1)N(C)C)N(C)C. Drug 2: C1=CC(=CC=C1C#N)C(C2=CC=C(C=C2)C#N)N3C=NC=N3. Cell line: DU-145. Synergy scores: CSS=-2.69, Synergy_ZIP=1.56, Synergy_Bliss=1.48, Synergy_Loewe=-2.55, Synergy_HSA=-2.44. (4) Drug 1: CN(C)C1=NC(=NC(=N1)N(C)C)N(C)C. Drug 2: C1=NC(=NC(=O)N1C2C(C(C(O2)CO)O)O)N. Cell line: CAKI-1. Synergy scores: CSS=21.5, Synergy_ZIP=-8.95, Synergy_Bliss=-6.43, Synergy_Loewe=-77.1, Synergy_HSA=-4.15. (5) Drug 1: CC12CCC3C(C1CCC2O)C(CC4=C3C=CC(=C4)O)CCCCCCCCCS(=O)CCCC(C(F)(F)F)(F)F. Drug 2: C1CC(=O)NC(=O)C1N2C(=O)C3=CC=CC=C3C2=O. Cell line: ACHN. Synergy scores: CSS=0.493, Synergy_ZIP=0.272, Synergy_Bliss=0.221, Synergy_Loewe=-0.523, Synergy_HSA=-0.532. (6) Drug 2: C1=NNC2=C1C(=O)NC=N2. Drug 1: C1=CC(=CC=C1CC(C(=O)O)N)N(CCCl)CCCl.Cl. Synergy scores: CSS=22.6, Synergy_ZIP=-2.55, Synergy_Bliss=3.85, Synergy_Loewe=-7.08, Synergy_HSA=1.06. Cell line: HOP-62.